Dataset: Catalyst prediction with 721,799 reactions and 888 catalyst types from USPTO. Task: Predict which catalyst facilitates the given reaction. (1) Reactant: [Br:1][C:2]1[CH:7]=[CH:6][CH:5]=[CH:4][C:3]=1[C@H:8]([O:10][C:11]1[CH:15]=[C:14]([N:16]2[C:24]3[CH:23]=[C:22]([CH2:25][O:26][Si](C(C)(C)C)(C)C)[N:21]=[CH:20][C:19]=3[N:18]=[CH:17]2)[S:13][C:12]=1[C:34]([NH2:36])=[O:35])[CH3:9].[F-].C([N+](CCCC)(CCCC)CCCC)CCC. Product: [Br:1][C:2]1[CH:7]=[CH:6][CH:5]=[CH:4][C:3]=1[C@H:8]([O:10][C:11]1[CH:15]=[C:14]([N:16]2[C:24]3[CH:23]=[C:22]([CH2:25][OH:26])[N:21]=[CH:20][C:19]=3[N:18]=[CH:17]2)[S:13][C:12]=1[C:34]([NH2:36])=[O:35])[CH3:9]. The catalyst class is: 1. (2) Reactant: [ClH:1].C(OC([N:9]1[CH2:12][CH:11]([C:13]2[O:17][N:16]=[C:15]([CH:18]3[CH2:23][CH:22]([C:24]4[CH:29]=[CH:28][C:27]([C:30]([F:33])([F:32])[F:31])=[CH:26][CH:25]=4)[CH2:21][N:20]([C:34]([N:36]4[CH2:41][CH2:40][O:39][CH2:38][CH2:37]4)=[O:35])[CH2:19]3)[N:14]=2)[CH2:10]1)=O)(C)(C)C. Product: [ClH:1].[NH:9]1[CH2:10][CH:11]([C:13]2[O:17][N:16]=[C:15]([CH:18]3[CH2:23][CH:22]([C:24]4[CH:25]=[CH:26][C:27]([C:30]([F:32])([F:33])[F:31])=[CH:28][CH:29]=4)[CH2:21][N:20]([C:34]([N:36]4[CH2:37][CH2:38][O:39][CH2:40][CH2:41]4)=[O:35])[CH2:19]3)[N:14]=2)[CH2:12]1. The catalyst class is: 12. (3) Reactant: [NH2:1][CH2:2][CH2:3][CH2:4][C:5]1[CH:10]=[CH:9][N:8]=[CH:7][CH:6]=1.[C:11](N1C=CN=C1)(N1C=CN=C1)=[S:12].Cl.[C:24]12([CH2:34][CH2:35][NH:36][CH2:37][CH2:38][CH2:39][CH2:40][CH3:41])[CH2:33][CH:28]3[CH2:29][CH:30]([CH2:32][CH:26]([CH2:27]3)[CH2:25]1)[CH2:31]2.C(=O)([O-])O.[Na+]. Product: [C:24]12([CH2:34][CH2:35][N:36]([CH2:37][CH2:38][CH2:39][CH2:40][CH3:41])[C:11]([NH:1][CH2:2][CH2:3][CH2:4][C:5]3[CH:10]=[CH:9][N:8]=[CH:7][CH:6]=3)=[S:12])[CH2:31][CH:30]3[CH2:29][CH:28]([CH2:27][CH:26]([CH2:32]3)[CH2:25]1)[CH2:33]2. The catalyst class is: 54.